Regression/Classification. Given a drug SMILES string, predict its absorption, distribution, metabolism, or excretion properties. Task type varies by dataset: regression for continuous measurements (e.g., permeability, clearance, half-life) or binary classification for categorical outcomes (e.g., BBB penetration, CYP inhibition). For this dataset (b3db_regression), we predict Y. From a dataset of Blood-brain barrier permeability regression values from the B3DB database. The drug is CCOC(=O)NC1=NC(=C2C(=C1)NCC(=N2)CN(C)C3=CC=C(C=C3)OC)N. The Y is 0.360 log(BB ratio).